Dataset: Full USPTO retrosynthesis dataset with 1.9M reactions from patents (1976-2016). Task: Predict the reactants needed to synthesize the given product. (1) Given the product [CH:3]1[C:4]([OH:11])=[CH:5][C:6]2[C:7]([CH2:15][CH2:14][NH2:13])=[CH:8][NH:9][C:1]=2[CH:2]=1, predict the reactants needed to synthesize it. The reactants are: [CH:1]1[C:6]([C@@H:7](O)[CH2:8][NH2:9])=[CH:5][C:4]([OH:11])=[C:3](O)[CH:2]=1.[NH2:13][CH2:14][CH2:15]C1C=CC(O)=C(O)C=1. (2) Given the product [F:7][C:8]1[CH:9]=[C:10]([CH:15]2[CH2:20][C:19](=[CH2:1])[CH2:18][CH2:17][N:16]2[C:22]([O:24][CH2:25][C:26]2[CH:31]=[CH:30][CH:29]=[CH:28][CH:27]=2)=[O:23])[CH:11]=[CH:12][C:13]=1[F:14], predict the reactants needed to synthesize it. The reactants are: [CH3:1]C(C)([O-])C.[K+].[F:7][C:8]1[CH:9]=[C:10]([CH:15]2[CH2:20][C:19](=O)[CH2:18][CH2:17][N:16]2[C:22]([O:24][CH2:25][C:26]2[CH:31]=[CH:30][CH:29]=[CH:28][CH:27]=2)=[O:23])[CH:11]=[CH:12][C:13]=1[F:14]. (3) Given the product [OH:1][C:2]1[C:3]([CH3:18])=[C:4]2[C:9](=[C:10]([CH3:13])[C:11]=1[CH3:12])[O:8][C:7]([CH3:17])([C:14]([NH:35][CH2:34][CH2:33][O:32][CH3:31])=[O:16])[CH2:6][CH2:5]2, predict the reactants needed to synthesize it. The reactants are: [OH:1][C:2]1[C:3]([CH3:18])=[C:4]2[C:9](=[C:10]([CH3:13])[C:11]=1[CH3:12])[O:8][C:7]([CH3:17])([C:14]([OH:16])=O)[CH2:6][CH2:5]2.C1N=CN(C(N2C=NC=C2)=O)C=1.[CH3:31][O:32][CH2:33][CH2:34][NH2:35]. (4) Given the product [F:39][C:3]([F:2])([F:38])[C:4]1[CH:5]=[C:6]([C@H:14]([O:16][C@H:17]2[CH2:22][CH2:21][N:20]([C:23]([NH:25][CH:26]3[CH2:31][CH2:30][N:29]([C:42](=[O:43])[CH:41]([CH3:45])[OH:40])[CH2:28][CH2:27]3)=[O:24])[CH2:19][C@H:18]2[C:32]2[CH:37]=[CH:36][CH:35]=[CH:34][CH:33]=2)[CH3:15])[CH:7]=[C:8]([C:10]([F:11])([F:12])[F:13])[CH:9]=1, predict the reactants needed to synthesize it. The reactants are: Cl.[F:2][C:3]([F:39])([F:38])[C:4]1[CH:5]=[C:6]([C@H:14]([O:16][C@H:17]2[CH2:22][CH2:21][N:20]([C:23]([NH:25][CH:26]3[CH2:31][CH2:30][NH:29][CH2:28][CH2:27]3)=[O:24])[CH2:19][C@H:18]2[C:32]2[CH:37]=[CH:36][CH:35]=[CH:34][CH:33]=2)[CH3:15])[CH:7]=[C:8]([C:10]([F:13])([F:12])[F:11])[CH:9]=1.[OH:40][CH:41]([CH3:45])[C:42](O)=[O:43]. (5) Given the product [C:25]([O:28][C:29]([N:7]([CH2:8][C:9]1[CH:10]=[C:11]([CH:16]=[CH:17][CH:18]=1)[C:12]([O:14][CH3:15])=[O:13])[CH:4]1[CH2:3][CH2:2][O:1][CH2:6][CH2:5]1)=[O:30])([CH3:27])([CH3:26])[CH3:24], predict the reactants needed to synthesize it. The reactants are: [O:1]1[CH2:6][CH2:5][CH:4]([NH:7][CH2:8][C:9]2[CH:10]=[C:11]([CH:16]=[CH:17][CH:18]=2)[C:12]([O:14][CH3:15])=[O:13])[CH2:3][CH2:2]1.C1COCC1.[CH3:24][C:25]([O:28][C:29](O[C:29]([O:28][C:25]([CH3:27])([CH3:26])[CH3:24])=[O:30])=[O:30])([CH3:27])[CH3:26].CCN(CC)CC.